From a dataset of Forward reaction prediction with 1.9M reactions from USPTO patents (1976-2016). Predict the product of the given reaction. Given the reactants [C:1]([CH2:3][C:4](=O)[C:5]([O:7][CH2:8][CH3:9])=[O:6])#[N:2].[F:11][C:12]1[CH:20]=[CH:19][CH:18]=[CH:17][C:13]=1[CH2:14][NH:15][NH2:16], predict the reaction product. The product is: [NH2:2][C:1]1[N:15]([CH2:14][C:13]2[CH:17]=[CH:18][CH:19]=[CH:20][C:12]=2[F:11])[N:16]=[C:4]([C:5]([O:7][CH2:8][CH3:9])=[O:6])[CH:3]=1.